This data is from Forward reaction prediction with 1.9M reactions from USPTO patents (1976-2016). The task is: Predict the product of the given reaction. (1) Given the reactants [N+:1]([C:4]1[C:5]([NH:14][C:15]2[CH:20]=[CH:19][CH:18]=[CH:17][CH:16]=2)=[CH:6][CH:7]=[C:8]2[C:13]=1[N:12]=[CH:11][CH:10]=[CH:9]2)([O-])=O.Cl[Sn]Cl, predict the reaction product. The product is: [C:15]1([NH:14][C:5]2[C:4]([NH2:1])=[C:13]3[C:8]([CH:9]=[CH:10][CH:11]=[N:12]3)=[CH:7][CH:6]=2)[CH:16]=[CH:17][CH:18]=[CH:19][CH:20]=1. (2) Given the reactants [CH:1]1[C:14]2[C:13](=O)[C:12]3[C:7](=[CH:8][CH:9]=[CH:10][CH:11]=3)[CH2:6][C:5]=2[CH:4]=[CH:3][CH:2]=1.Cl.[Sn], predict the reaction product. The product is: [CH:1]1[C:14]2[C:5](=[CH:6][C:7]3[C:12]([C:13]=2[C:6]2[C:7]4[C:12]([CH:13]=[C:14]5[C:5]=2[CH:4]=[CH:3][CH:2]=[CH:1]5)=[CH:11][CH:10]=[CH:9][CH:8]=4)=[CH:11][CH:10]=[CH:9][CH:8]=3)[CH:4]=[CH:3][CH:2]=1.[C:5]1([CH3:6])[CH:14]=[CH:1][CH:2]=[CH:3][CH:4]=1. (3) The product is: [Cl:26][C:22]1[CH:21]=[C:20]2[C:25](=[CH:24][CH:23]=1)[N:17]([C:15]([C:14]1[C:9]([NH:8][CH2:1][C:2]3[CH:3]=[CH:4][CH:5]=[CH:6][N:34]=3)=[N:10][CH:11]=[CH:12][CH:13]=1)=[O:16])[CH2:18][CH2:19]2. Given the reactants [CH2:1]([NH:8][C:9]1[C:14]([C:15]([N:17]2[C:25]3[C:20](=[CH:21][C:22]([Cl:26])=[CH:23][CH:24]=3)[CH2:19][CH2:18]2)=[O:16])=[CH:13][CH:12]=[CH:11][N:10]=1)[C:2]1C=[CH:6][CH:5]=[CH:4][CH:3]=1.C([NH2:34])C1C=CC=CC=1.NCC1C=NC=CC=1, predict the reaction product. (4) The product is: [CH2:1]([C:5]1[N:6]=[C:7]([CH3:27])[N:8]([CH2:68][C:66]2[S:67][C:63]3[CH:62]=[CH:61][C:60]([CH3:59])=[CH:70][C:64]=3[CH:65]=2)[C:9](=[O:26])[C:10]=1[CH2:11][C:12]1[CH:17]=[CH:16][C:15]([C:18]2[C:19]([C:24]#[N:25])=[CH:20][CH:21]=[CH:22][CH:23]=2)=[CH:14][CH:13]=1)[CH2:2][CH2:3][CH3:4]. Given the reactants [CH2:1]([C:5]1[N:6]=[C:7]([CH3:27])[NH:8][C:9](=[O:26])[C:10]=1[CH2:11][C:12]1[CH:17]=[CH:16][C:15]([C:18]2[C:19]([C:24]#[N:25])=[CH:20][CH:21]=[CH:22][CH:23]=2)=[CH:14][CH:13]=1)[CH2:2][CH2:3][CH3:4].N(C(N1CCCCC1)=O)=NC(N1CCCCC1)=O.C(P(CCCC)CCCC)CCC.[CH3:59][C:60]1[CH:61]=[CH:62][C:63]2[S:67][C:66]([CH2:68]O)=[CH:65][C:64]=2[CH:70]=1, predict the reaction product. (5) Given the reactants [Br:1][C:2]1[CH:10]=[C:9]2[C:5]([CH:6]=[N:7][N:8]2[CH2:11][C:12]([CH3:15])(O)[CH3:13])=[CH:4][C:3]=1[O:16][C:17]1[CH:22]=[CH:21][C:20]([F:23])=[CH:19][C:18]=1[F:24].NC(N)CS(F)(F)[F:29].[OH-].[K+].C(OCC)C, predict the reaction product. The product is: [Br:1][C:2]1[CH:10]=[C:9]2[C:5]([CH:6]=[N:7][N:8]2[CH2:11][C:12]([F:29])([CH3:15])[CH3:13])=[CH:4][C:3]=1[O:16][C:17]1[CH:22]=[CH:21][C:20]([F:23])=[CH:19][C:18]=1[F:24].